This data is from Peptide-MHC class II binding affinity with 134,281 pairs from IEDB. The task is: Regression. Given a peptide amino acid sequence and an MHC pseudo amino acid sequence, predict their binding affinity value. This is MHC class II binding data. (1) The peptide sequence is AFKVAATAANAAPAN. The MHC is HLA-DQA10501-DQB10201 with pseudo-sequence HLA-DQA10501-DQB10201. The binding affinity (normalized) is 0.355. (2) The peptide sequence is GLKTRQEKWMTGRMG. The MHC is HLA-DQA10102-DQB10501 with pseudo-sequence HLA-DQA10102-DQB10501. The binding affinity (normalized) is 0. (3) The peptide sequence is QRPFQYILLVLGIAL. The MHC is HLA-DQA10501-DQB10201 with pseudo-sequence HLA-DQA10501-DQB10201. The binding affinity (normalized) is 0. (4) The peptide sequence is IHIGDSSKVTITDTT. The MHC is DRB1_1302 with pseudo-sequence DRB1_1302. The binding affinity (normalized) is 0.301. (5) The peptide sequence is LRLSALRGLFSAVIE. The MHC is HLA-DQA10501-DQB10201 with pseudo-sequence HLA-DQA10501-DQB10201. The binding affinity (normalized) is 0.606. (6) The peptide sequence is KGQKRIKCFNCGKEGHL. The MHC is DRB1_0101 with pseudo-sequence DRB1_0101. The binding affinity (normalized) is 0.154.